From a dataset of Catalyst prediction with 721,799 reactions and 888 catalyst types from USPTO. Predict which catalyst facilitates the given reaction. (1) Reactant: [O:1]=[C:2]1[CH:7]([N:8]2[C:12](=[O:13])[C:11]3=[CH:14][S:15][CH:16]=[C:10]3[C:9]2=[O:17])[CH2:6][CH2:5][C:4](=[O:18])[NH:3]1.[H-].[Na+].[CH3:21]I.O. Product: [CH3:21][N:3]1[C:4](=[O:18])[CH2:5][CH2:6][CH:7]([N:8]2[C:12](=[O:13])[C:11]3=[CH:14][S:15][CH:16]=[C:10]3[C:9]2=[O:17])[C:2]1=[O:1]. The catalyst class is: 3. (2) Reactant: [NH2:1][C:2]1[CH:7]=[CH:6][C:5]([C:8]2[N:9]=[C:10]([CH2:13][N:14]3[CH:18]=[C:17]([C:19]([O:21][CH2:22][CH3:23])=[O:20])[CH:16]=[N:15]3)[S:11][CH:12]=2)=[CH:4][CH:3]=1.C(N(CC)CC)C.[C:31](Cl)(=[O:35])[O:32][CH2:33][CH3:34]. Product: [CH2:33]([O:32][C:31]([NH:1][C:2]1[CH:7]=[CH:6][C:5]([C:8]2[N:9]=[C:10]([CH2:13][N:14]3[CH:18]=[C:17]([C:19]([O:21][CH2:22][CH3:23])=[O:20])[CH:16]=[N:15]3)[S:11][CH:12]=2)=[CH:4][CH:3]=1)=[O:35])[CH3:34]. The catalyst class is: 7. (3) Reactant: [CH:1](=O)[CH2:2][CH2:3][CH3:4].C(O)(=O)C.[NH2:10][C:11]1[CH:19]=[C:18]([F:20])[C:17]([F:21])=[CH:16][C:12]=1[C:13]([OH:15])=[O:14].C(O[BH-](OC(=O)C)OC(=O)C)(=O)C.[Na+]. Product: [CH2:1]([NH:10][C:11]1[CH:19]=[C:18]([F:20])[C:17]([F:21])=[CH:16][C:12]=1[C:13]([OH:15])=[O:14])[CH2:2][CH2:3][CH3:4]. The catalyst class is: 26. (4) Reactant: C(#N)C.[CH3:4][NH:5][CH2:6][C:7]1[CH:12]=[CH:11][CH:10]=[CH:9][CH:8]=1.Br[CH:14]([C:19]([O:21][CH3:22])=[O:20])[C:15]([O:17][CH3:18])=[O:16]. Product: [CH2:6]([N:5]([CH:14]([C:19]([O:21][CH3:22])=[O:20])[C:15]([O:17][CH3:18])=[O:16])[CH3:4])[C:7]1[CH:12]=[CH:11][CH:10]=[CH:9][CH:8]=1. The catalyst class is: 11. (5) Reactant: [CH:1]1([N:5]2[CH2:11][CH2:10][CH2:9][N:8]([C:12]([CH:14]3[CH2:17][N:16]([C:18]([O:20]C4C=CC([N+]([O-])=O)=CC=4)=O)[CH2:15]3)=[O:13])[CH2:7][CH2:6]2)[CH2:4][CH2:3][CH2:2]1.[CH2:30]1[C:39]2[C:34](=[CH:35][CH:36]=[CH:37][CH:38]=2)[CH2:33][CH2:32][NH:31]1.CCN(C(C)C)C(C)C.C(O)(C)C. Product: [CH:1]1([N:5]2[CH2:11][CH2:10][CH2:9][N:8]([C:12]([CH:14]3[CH2:15][N:16]([C:18]([N:31]4[CH2:32][CH2:33][C:34]5[C:39](=[CH:38][CH:37]=[CH:36][CH:35]=5)[CH2:30]4)=[O:20])[CH2:17]3)=[O:13])[CH2:7][CH2:6]2)[CH2:2][CH2:3][CH2:4]1. The catalyst class is: 417. (6) Reactant: Cl[CH2:2][CH2:3][CH2:4][C:5]([NH:7][C:8]1[CH:9]=[N:10][N:11]([C:13]2[CH:18]=[CH:17][C:16]([O:19][CH:20]3[CH2:25][CH2:24][N:23]([CH:26]4[CH2:29][CH2:28][CH2:27]4)[CH2:22][CH2:21]3)=[CH:15][CH:14]=2)[CH:12]=1)=[O:6].[H-].[Na+].O1CCC[CH2:33]1. Product: [CH:26]1([N:23]2[CH2:24][CH2:25][CH:20]([O:19][C:16]3[CH:15]=[CH:14][C:13]([N:11]4[CH:12]=[C:8]([N:7]5[CH2:2][CH2:3][CH2:4][C:5]5=[O:6])[CH:9]=[N:10]4)=[CH:18][CH:17]=3)[CH2:21][CH2:22]2)[CH2:27][CH2:33][CH2:28][CH2:29]1. The catalyst class is: 389. (7) Reactant: C(OC1C=C2C(C=CC(O)=C2)=CC=1C1N=NC(N(C)C2CC(C)(C)NC(C)(C)C2)=CC=1)C1C=CC=CC=1.[H-].[Na+].CI.[CH2:42]([O:49][C:50]1[C:51]([C:62]2[N:67]=[N:66][C:65]([N:68]([CH3:80])[CH:69]3[CH2:74][C:73]([CH3:76])([CH3:75])[N:72](C)[C:71]([CH3:79])([CH3:78])[CH2:70]3)=[CH:64][CH:63]=2)=[CH:52][C:53]2[C:58]([CH:59]=1)=[CH:57][C:56]([O:60][CH3:61])=[CH:55][CH:54]=2)[C:43]1[CH:48]=[CH:47][CH:46]=[CH:45][CH:44]=1. Product: [CH2:42]([O:49][C:50]1[C:51]([C:62]2[N:67]=[N:66][C:65]([N:68]([CH3:80])[CH:69]3[CH2:74][C:73]([CH3:75])([CH3:76])[NH:72][C:71]([CH3:79])([CH3:78])[CH2:70]3)=[CH:64][CH:63]=2)=[CH:52][C:53]2[C:58]([CH:59]=1)=[CH:57][C:56]([O:60][CH3:61])=[CH:55][CH:54]=2)[C:43]1[CH:44]=[CH:45][CH:46]=[CH:47][CH:48]=1. The catalyst class is: 3. (8) Product: [I:13][C:12]1[CH:11]=[CH:10][N:9]=[C:8]([CH:14]([N:16]2[C:20]([CH3:21])=[CH:19][CH:18]=[C:17]2[CH3:22])[CH3:15])[C:7]=1[O:1][CH2:2][CH3:3]. Reactant: [O-:1][CH2:2][CH3:3].[Na+].[Na].F[C:7]1[C:8]([CH:14]([N:16]2[C:20]([CH3:21])=[CH:19][CH:18]=[C:17]2[CH3:22])[CH3:15])=[N:9][CH:10]=[CH:11][C:12]=1[I:13]. The catalyst class is: 40. (9) Reactant: [C:1]([NH:7][C:8]1[CH:13]=[CH:12][N:11]=[CH:10][CH:9]=1)(=[O:6])[C:2]([CH3:5])([CH3:4])[CH3:3].C([Li])CCC.CON(C)[C:22](=[O:30])[C:23]1[CH:28]=[CH:27][C:26]([F:29])=[CH:25][CH:24]=1.O. Product: [F:29][C:26]1[CH:27]=[CH:28][C:23]([C:22]([C:13]2[CH:12]=[N:11][CH:10]=[CH:9][C:8]=2[NH:7][C:1](=[O:6])[C:2]([CH3:5])([CH3:4])[CH3:3])=[O:30])=[CH:24][CH:25]=1. The catalyst class is: 7. (10) Reactant: [CH:1]([C:3]1[CH:4]=[C:5]2[C:10](=[CH:11][CH:12]=1)[N:9]=[CH:8][C:7]([C:13]#[N:14])=[C:6]2[O:15][CH:16]1[CH2:21][CH2:20][O:19][CH2:18][CH2:17]1)=O.[CH:22]1([NH:25][C:26]2[S:27][CH2:28][C:29](=[O:31])[N:30]=2)[CH2:24][CH2:23]1.C([O-])(=O)C.[Na+]. Product: [CH:22]1([NH:25][C:26]2[S:27]/[C:28](=[CH:1]\[C:3]3[CH:4]=[C:5]4[C:10](=[CH:11][CH:12]=3)[N:9]=[CH:8][C:7]([C:13]#[N:14])=[C:6]4[O:15][CH:16]3[CH2:21][CH2:20][O:19][CH2:18][CH2:17]3)/[C:29](=[O:31])[N:30]=2)[CH2:24][CH2:23]1. The catalyst class is: 15.